From a dataset of Catalyst prediction with 721,799 reactions and 888 catalyst types from USPTO. Predict which catalyst facilitates the given reaction. (1) Reactant: [N:1]1([CH2:7][CH2:8][NH:9][C:10]([C:12]2[N:13](S(C3C=CC(C)=CC=3)(=O)=O)[CH:14]=[C:15]([C:17]3[CH:22]=[CH:21][CH:20]=[C:19]([C:23](=[O:35])[NH:24][C:25]4[CH:30]=[CH:29][CH:28]=[C:27]([C:31]([F:34])([F:33])[F:32])[CH:26]=4)[CH:18]=3)[CH:16]=2)=[O:11])[CH2:6][CH2:5][O:4][CH2:3][CH2:2]1.[OH-].[Na+]. Product: [N:1]1([CH2:7][CH2:8][NH:9][C:10]([C:12]2[NH:13][CH:14]=[C:15]([C:17]3[CH:22]=[CH:21][CH:20]=[C:19]([C:23](=[O:35])[NH:24][C:25]4[CH:30]=[CH:29][CH:28]=[C:27]([C:31]([F:32])([F:33])[F:34])[CH:26]=4)[CH:18]=3)[CH:16]=2)=[O:11])[CH2:6][CH2:5][O:4][CH2:3][CH2:2]1. The catalyst class is: 5. (2) Reactant: [H-].[Na+].C(OP([CH2:11][C:12]([O:14][CH2:15][CH3:16])=[O:13])(OCC)=O)C.[F:17][C:18]1[CH:19]=[C:20]([CH:24]2[CH2:28][CH2:27][CH2:26][N:25]2[C:29]2[CH:34]=[CH:33][N:32]3[N:35]=[CH:36][C:37]([CH:38]=O)=[C:31]3[N:30]=2)[CH:21]=[N:22][CH:23]=1. Product: [CH2:15]([O:14][C:12](=[O:13])/[CH:11]=[CH:38]/[C:37]1[CH:36]=[N:35][N:32]2[CH:33]=[CH:34][C:29]([N:25]3[CH2:26][CH2:27][CH2:28][CH:24]3[C:20]3[CH:21]=[N:22][CH:23]=[C:18]([F:17])[CH:19]=3)=[N:30][C:31]=12)[CH3:16]. The catalyst class is: 1. (3) Reactant: Cl.[CH:2]1([CH2:8][NH:9][C:10]([C:12]2([C:18]3[CH:23]=[C:22]([C:24]([F:27])([F:26])[F:25])[CH:21]=[C:20]([C:28]([F:31])([F:30])[F:29])[CH:19]=3)[CH2:17][CH2:16][NH:15][CH2:14][CH2:13]2)=[O:11])[CH2:7][CH2:6][CH2:5][CH2:4][CH2:3]1.C(OC([NH:39][C@@H:40]([CH2:44][C:45]1[S:46][CH:47]=[CH:48][CH:49]=1)[C:41](O)=[O:42])=O)(C)(C)C.C(N(C(C)C)CC)(C)C.CN(C(ON1N=NC2C=CC=CC1=2)=[N+](C)C)C.F[P-](F)(F)(F)(F)F. Product: [CH:2]1([CH2:8][NH:9][C:10]([C:12]2([C:18]3[CH:23]=[C:22]([C:24]([F:25])([F:26])[F:27])[CH:21]=[C:20]([C:28]([F:31])([F:29])[F:30])[CH:19]=3)[CH2:17][CH2:16][N:15]([C:41](=[O:42])[C@@H:40]([NH2:39])[CH2:44][C:45]3[S:46][CH:47]=[CH:48][CH:49]=3)[CH2:14][CH2:13]2)=[O:11])[CH2:7][CH2:6][CH2:5][CH2:4][CH2:3]1. The catalyst class is: 3. (4) Reactant: Cl[C:2]1[S:6][C:5]([C:7]([C:9]2[CH:14]=[CH:13][C:12]([N+:15]([O-:17])=[O:16])=[CH:11][CH:10]=2)=[O:8])=[CH:4][CH:3]=1.[CH2:18](O)[CH2:19][OH:20].C1(C)C(S(O)(=O)=O)=CC=CC=1. Product: [N+:15]([C:12]1[CH:13]=[CH:14][C:9]([C:7]2([C:5]3[S:6][CH:2]=[CH:3][CH:4]=3)[O:20][CH2:19][CH2:18][O:8]2)=[CH:10][CH:11]=1)([O-:17])=[O:16]. The catalyst class is: 11.